From a dataset of Catalyst prediction with 721,799 reactions and 888 catalyst types from USPTO. Predict which catalyst facilitates the given reaction. (1) Reactant: [Br:1][C:2]1[CH:7]=[CH:6][C:5]([NH:8][C:9]2[C:10]([C:17]([OH:19])=O)=[CH:11][N:12]([CH3:16])[C:13](=[O:15])[CH:14]=2)=[C:4]([F:20])[CH:3]=1.CCN=C=NCCCN(C)C.C1C=CC2N(O)N=NC=2C=1.[CH:42]([O:44][CH2:45][CH2:46][O:47][NH2:48])=[CH2:43].CCN(CC)CC. Product: [CH:42]([O:44][CH2:45][CH2:46][O:47][NH:48][C:17]([C:10]1[C:9]([NH:8][C:5]2[CH:6]=[CH:7][C:2]([Br:1])=[CH:3][C:4]=2[F:20])=[CH:14][C:13](=[O:15])[N:12]([CH3:16])[CH:11]=1)=[O:19])=[CH2:43]. The catalyst class is: 31. (2) Product: [Si:11]([O:18][CH2:19][CH2:20][CH:21]1[C:26]2[CH:27]=[CH:28][C:29]([C:37]([NH2:36])=[O:38])=[CH:30][C:25]=2[CH2:24][CH2:23][O:22]1)([C:14]([CH3:17])([CH3:16])[CH3:15])([CH3:13])[CH3:12]. The catalyst class is: 30. Reactant: C([Li])(C)(C)C.CCCCC.[Si:11]([O:18][CH2:19][CH2:20][CH:21]1[C:26]2[CH:27]=[CH:28][C:29](Br)=[CH:30][C:25]=2[CH2:24][CH2:23][O:22]1)([C:14]([CH3:17])([CH3:16])[CH3:15])([CH3:13])[CH3:12].C[Si]([N:36]=[C:37]=[O:38])(C)C.[Cl-].[OH-].[Na+]. (3) Reactant: [F:1][C:2]1([F:11])[C:4]2([CH2:7][CH:6](C(O)=O)[CH2:5]2)[CH2:3]1.C1C=CC(P([N:26]=[N+]=[N-])(C2C=CC=CC=2)=O)=CC=1.[Cl:29][C:30]1[CH:31]=[C:32]([C:37]2[C:45]([C:46]([NH2:48])=[O:47])=[C:40]3[CH2:41][NH:42][CH2:43][CH2:44][N:39]3[N:38]=2)[CH:33]=[CH:34][C:35]=1[F:36].C1[CH2:53][O:52]CC1. Product: [Cl:29][C:30]1[CH:31]=[C:32]([C:37]2[C:45]([C:46]([NH2:48])=[O:47])=[C:40]3[CH2:41][N:42]([C:53]([NH:26][CH:6]4[CH2:5][C:4]5([C:2]([F:1])([F:11])[CH2:3]5)[CH2:7]4)=[O:52])[CH2:43][CH2:44][N:39]3[N:38]=2)[CH:33]=[CH:34][C:35]=1[F:36]. The catalyst class is: 11. (4) Reactant: [CH2:1]([O:8][C:9]([N:11]1[CH2:15][CH2:14][C@@H:13]([NH:16][C:17]([O:19][CH2:20][C:21]2[CH:26]=[CH:25][CH:24]=[CH:23][CH:22]=2)=[O:18])[C@H:12]1[CH2:27][OH:28])=[O:10])[C:2]1[CH:7]=[CH:6][CH:5]=[CH:4][CH:3]=1.N1C=CC=CC=1.[C:35]1([CH3:45])[CH:40]=[CH:39][C:38]([S:41](Cl)(=[O:43])=[O:42])=[CH:37][CH:36]=1. Product: [CH2:1]([O:8][C:9]([N:11]1[CH2:15][CH2:14][C@@H:13]([NH:16][C:17]([O:19][CH2:20][C:21]2[CH:26]=[CH:25][CH:24]=[CH:23][CH:22]=2)=[O:18])[C@H:12]1[CH2:27][O:28][S:41]([C:38]1[CH:39]=[CH:40][C:35]([CH3:45])=[CH:36][CH:37]=1)(=[O:43])=[O:42])=[O:10])[C:2]1[CH:3]=[CH:4][CH:5]=[CH:6][CH:7]=1. The catalyst class is: 425. (5) Reactant: Br[C:2]1[N:7]=[C:6]2[N:8]([CH:12]([CH2:15][CH3:16])[CH2:13][CH3:14])[C:9]([OH:11])=[N:10][C:5]2=[N:4][CH:3]=1.[CH3:17][Si:18]([C:21]#[CH:22])([CH3:20])[CH3:19].C(N(CC)CC)C. Product: [CH3:14][CH2:13][CH:12]([N:8]1[C:6]2=[N:7][C:2]([C:22]#[C:21][Si:18]([CH3:20])([CH3:19])[CH3:17])=[CH:3][N:4]=[C:5]2[N:10]=[C:9]1[OH:11])[CH2:15][CH3:16]. The catalyst class is: 3. (6) Reactant: [Br:1][C:2]1[C:3](OS(C(F)(F)F)(=O)=O)=[C:4]([C:7]([O:9][CH3:10])=[O:8])[S:5][CH:6]=1.[C:19]([O-])([O-])=O.[K+].[K+].CB(O)O. Product: [Br:1][C:2]1[C:3]([CH3:19])=[C:4]([C:7]([O:9][CH3:10])=[O:8])[S:5][CH:6]=1. The catalyst class is: 70. (7) Reactant: N1C=CC=CC=1.S(Cl)([Cl:9])=O.[Cl:11][C:12]1[CH:19]=[C:18]([O:20][CH:21]([CH3:23])[CH3:22])[CH:17]=[CH:16][C:13]=1[CH2:14]O.O. Product: [Cl:11][C:12]1[CH:19]=[C:18]([O:20][CH:21]([CH3:23])[CH3:22])[CH:17]=[CH:16][C:13]=1[CH2:14][Cl:9]. The catalyst class is: 4. (8) Reactant: C([O:20][CH2:21][CH2:22][O:23][CH2:24][CH2:25][O:26][CH2:27][CH:28]([OH:56])[CH2:29][O:30][CH2:31][CH2:32][O:33][CH2:34][CH2:35][O:36]C(C1C=CC=CC=1)(C1C=CC=CC=1)C1C=CC=CC=1)(C1C=CC=CC=1)(C1C=CC=CC=1)C1C=CC=CC=1.N1C=CC=CC=1.[H-].[Na+].[C:65]([O:69][C:70](=[O:73])[CH2:71]Br)([CH3:68])([CH3:67])[CH3:66]. Product: [C:65]([O:69][C:70](=[O:73])[CH2:71][O:56][CH:28]([CH2:27][O:26][CH2:25][CH2:24][O:23][CH2:22][CH2:21][OH:20])[CH2:29][O:30][CH2:31][CH2:32][O:33][CH2:34][CH2:35][OH:36])([CH3:68])([CH3:67])[CH3:66]. The catalyst class is: 618.